Predict the reactants needed to synthesize the given product. From a dataset of Full USPTO retrosynthesis dataset with 1.9M reactions from patents (1976-2016). (1) Given the product [CH2:15]([O:14][C:12]([CH:11]1[CH2:10][CH2:9][CH:8]([CH2:7][C:31]2[CH:36]=[CH:35][C:34]([C:37]([OH:39])=[O:38])=[CH:33][CH:32]=2)[CH2:23][CH2:22]1)=[O:13])[CH3:16], predict the reactants needed to synthesize it. The reactants are: COP([CH2:7][C:8]1[CH:23]=[CH:22][C:11]([C:12]([O:14][CH2:15][C:16]2C=CC=CC=2)=[O:13])=[CH:10][CH:9]=1)(OC)=O.CC(C)([O-])C.[K+].O=[C:31]1[CH2:36][CH2:35][CH:34]([C:37]([O:39]CC)=[O:38])[CH2:33][CH2:32]1. (2) Given the product [O:5]=[CH:6][CH2:7][C@@H:8]([C@@H:9]([CH2:11][OH:17])[OH:10])[OH:23], predict the reactants needed to synthesize it. The reactants are: P([O:5][CH2:6][CH2:7][CH2:8][CH2:9][OH:10])(O)(O)=O.[CH2:11]([O:17]P([O-])([O-])=O)CCCCC.P([O-])([O-])(OCCCCCCN)=[O:23].[O-]P(=O)=O.P([S-])(=S)([O-])[O-].CP(=O)([O-])[O-]. (3) Given the product [C:16]([C:12]1[CH:11]=[C:10]([CH2:9][C:8]([OH:22])=[O:7])[CH:15]=[CH:14][CH:13]=1)(=[O:17])[CH3:21], predict the reactants needed to synthesize it. The reactants are: N#N.C([O:7][C:8](=[O:22])[CH2:9][C:10]1[CH:15]=[CH:14][CH:13]=[C:12]([C:16]2([CH3:21])OCC[O:17]2)[CH:11]=1)(C)(C)C. (4) Given the product [CH2:19]([O:21][C:22]([CH:24]1[CH2:29][CH:28]([NH:30][C:31]([C:66]2[C:62]([C:56]3[C:57]([F:61])=[CH:58][CH:59]=[CH:60][C:55]=3[Cl:54])=[N:63][O:64][C:65]=2[CH3:2])=[O:33])[CH2:27][N:26]([C:40]([O:42][C:43]([CH3:44])([CH3:45])[CH3:46])=[O:41])[CH2:25]1)=[O:23])[CH3:20], predict the reactants needed to synthesize it. The reactants are: [F-].[CH2:2]([N+](CCCC)(CCCC)CCCC)CCC.[CH2:19]([O:21][C:22]([CH:24]1[CH2:29][CH:28]([NH:30][C:31]([O:33]CC[Si](C)(C)C)=O)[CH2:27][N:26]([C:40]([O:42][C:43]([CH3:46])([CH3:45])[CH3:44])=[O:41])[CH2:25]1)=[O:23])[CH3:20].CCN(CC)CC.[Cl:54][C:55]1[CH:60]=[CH:59][CH:58]=[C:57]([F:61])[C:56]=1[C:62]1(C)[C:66](C(Cl)=O)=[CH:65][O:64][NH:63]1. (5) Given the product [CH3:7][CH2:8][C@@H:9]1[NH:52][C:50](=[O:51])[C@H:49]([C@H:53]([OH:60])[C@@H:54]([CH2:56]/[CH:57]=[CH:58]/[CH3:59])[CH3:55])[N:48]([CH3:61])[C:46](=[O:47])[C@@H:45]([CH:62]([CH3:63])[CH3:64])[N:44]([CH3:65])[C:42](=[O:43])[C@H:41]([CH2:66][CH:67]([CH3:68])[CH3:69])[N:40]([CH3:70])[C:38](=[O:39])[C@H:37]([CH2:71][CH:72]([CH3:74])[CH3:73])[N:36]([CH3:75])[C:34](=[O:35])[C@@H:33]([CH3:76])[NH:32][C:30](=[O:31])[C@H:29]([CH3:77])[NH:28][C:26](=[O:27])[C@H:25]([CH2:78][CH:79]([CH3:81])[CH3:80])[N:24]([CH3:82])[C:22](=[O:23])[C@H:21]([CH:83]([CH3:85])[CH3:84])[NH:20][C:18](=[O:19])[C@H:17]([CH2:86][CH:87]([CH3:89])[CH3:88])[N:16]([CH3:90])[C:14](=[O:15])[CH2:13][N:12]([CH3:91])[C:10]1=[O:11], predict the reactants needed to synthesize it. The reactants are: O1CCOCC1.[CH3:7][CH2:8][C@@H:9]1[NH:52][C:50](=[O:51])[C@H:49]([C@H:53]([OH:60])[C@@H:54]([CH2:56]/[CH:57]=[CH:58]/[CH3:59])[CH3:55])[N:48]([CH3:61])[C:46](=[O:47])[C@H:45]([CH:62]([CH3:64])[CH3:63])[N:44]([CH3:65])[C:42](=[O:43])[C@H:41]([CH2:66][CH:67]([CH3:69])[CH3:68])[N:40]([CH3:70])[C:38](=[O:39])[C@H:37]([CH2:71][CH:72]([CH3:74])[CH3:73])[N:36]([CH3:75])[C:34](=[O:35])[C@@H:33]([CH3:76])[NH:32][C:30](=[O:31])[C@H:29]([CH3:77])[NH:28][C:26](=[O:27])[C@H:25]([CH2:78][CH:79]([CH3:81])[CH3:80])[N:24]([CH3:82])[C:22](=[O:23])[C@H:21]([CH:83]([CH3:85])[CH3:84])[NH:20][C:18](=[O:19])[C@H:17]([CH2:86][CH:87]([CH3:89])[CH3:88])[N:16]([CH3:90])[C:14](=[O:15])[CH2:13][N:12]([CH3:91])[C:10]1=[O:11].CS(O)(=O)=O.[OH-].[Na+]. (6) Given the product [Cl:1][C:2]1[CH:3]=[C:4]([C:8]2([CH2:20][C:16]#[CH:17])[O:12][C:11]([CH3:13])([CH3:14])[O:10][C:9]2=[O:15])[CH:5]=[CH:6][CH:7]=1, predict the reactants needed to synthesize it. The reactants are: [Cl:1][C:2]1[CH:3]=[C:4]([CH:8]2[O:12][C:11]([CH3:14])([CH3:13])[O:10][C:9]2=[O:15])[CH:5]=[CH:6][CH:7]=1.[CH2:16]1[CH2:20]OC[CH2:17]1.[Li+].C[Si]([N-][Si](C)(C)C)(C)C.C(Br)C#C. (7) The reactants are: C(O)(C(F)(F)F)=O.O.C([O:13][C:14](=[O:46])[CH2:15][CH:16]([C:29](=[O:45])[N:30]([C:33]1[CH:38]=[CH:37][C:36]([C:39]2[CH:44]=[CH:43][CH:42]=[CH:41][CH:40]=2)=[CH:35][CH:34]=1)[CH2:31][CH3:32])[CH:17]([CH2:21][CH2:22][C:23]1[CH:28]=[CH:27][CH:26]=[CH:25][CH:24]=1)[C:18]([OH:20])=[O:19])(C)(C)C. Given the product [C:36]1([C:39]2[CH:40]=[CH:41][CH:42]=[CH:43][CH:44]=2)[CH:35]=[CH:34][C:33]([N:30]([CH2:31][CH3:32])[C:29]([CH:16]([CH2:15][C:14]([OH:46])=[O:13])[CH:17]([CH2:21][CH2:22][C:23]2[CH:24]=[CH:25][CH:26]=[CH:27][CH:28]=2)[C:18]([OH:20])=[O:19])=[O:45])=[CH:38][CH:37]=1, predict the reactants needed to synthesize it. (8) The reactants are: C[O+](C)C.F[B-](F)(F)F.[CH3:10][CH2:11][C@@H:12]1[NH:55][C:53](=[O:54])[C@H:52]([C@H:56]([OH:63])[C@@H:57]([CH2:59]/[CH:60]=[CH:61]/[CH3:62])[CH3:58])[N:51]([CH3:64])[C:49](=[O:50])[C@H:48]([CH:65]([CH3:67])[CH3:66])[N:47]([CH3:68])[C:45](=[O:46])[C@H:44]([CH2:69][CH:70]([CH3:72])[CH3:71])[N:43]([CH3:73])[C:41](=[O:42])[C@H:40]([CH2:74][CH:75]([CH3:77])[CH3:76])[N:39]([CH3:78])[C:37](=[O:38])[C@@H:36]([CH3:79])[NH:35][C:33](=[O:34])[C@H:32]([CH3:80])[NH:31][C:29](=[O:30])[C@H:28]([CH2:81][CH:82]([CH3:84])[CH3:83])[N:27]([CH3:85])[C:25](=[O:26])[C@H:24]([CH:86]([CH3:88])[CH3:87])[NH:23][C:21](=[O:22])[C@H:20]([CH2:89][CH:90]([CH3:92])[CH3:91])[N:19]([CH3:93])[C:17](=[O:18])[CH2:16][N:15]([CH3:94])[C:13]1=[O:14].C([O-])(=O)C.C[O-].[Na+].S(=O)(=O)(O)O.C(=O)(O)[O-].[K+]. Given the product [CH3:10][CH2:11][C@@H:12]1[NH:55][C:53](=[O:54])[C@H:52]([C@H:56]([OH:63])[C@@H:57]([CH2:59]/[CH:60]=[CH:61]/[CH3:62])[CH3:58])[N:51]([CH3:64])[C:49](=[O:50])[C@H:48]([CH:65]([CH3:66])[CH3:67])[N:47]([CH3:68])[C:45](=[O:46])[C@H:44]([CH2:69][CH:70]([CH3:71])[CH3:72])[N:43]([CH3:73])[C:41](=[O:42])[C@H:40]([CH2:74][CH:75]([CH3:77])[CH3:76])[N:39]([CH3:78])[C:37](=[O:38])[C@@H:36]([CH3:79])[NH:35][C:33](=[O:34])[C@H:32]([CH3:80])[NH:31][C:29](=[O:30])[C@H:28]([CH2:81][CH:82]([CH3:84])[CH3:83])[N:27]([CH3:85])[C:25](=[O:26])[C@H:24]([CH:86]([CH3:88])[CH3:87])[NH:23][C:21](=[O:22])[C@H:20]([CH2:89][CH:90]([CH3:92])[CH3:91])[N:19]([CH3:93])[C:17](=[O:18])[CH2:16][N:15]([CH3:94])[C:13]1=[O:14], predict the reactants needed to synthesize it. (9) Given the product [N+:12]([C:5]1[CH:4]=[CH:3][C:2]([S:24][C:21]2[CH:22]=[CH:23][C:18]([N+:15]([O-:17])=[O:16])=[CH:19][CH:20]=2)=[CH:11][C:6]=1[C:7]([O:9][CH3:10])=[O:8])([O-:14])=[O:13], predict the reactants needed to synthesize it. The reactants are: Cl[C:2]1[CH:3]=[CH:4][C:5]([N+:12]([O-:14])=[O:13])=[C:6]([CH:11]=1)[C:7]([O:9][CH3:10])=[O:8].[N+:15]([C:18]1[CH:23]=[CH:22][C:21]([SH:24])=[CH:20][CH:19]=1)([O-:17])=[O:16].C([O-])([O-])=O.[K+].[K+].